This data is from Catalyst prediction with 721,799 reactions and 888 catalyst types from USPTO. The task is: Predict which catalyst facilitates the given reaction. (1) Reactant: [Cl:1][C:2]1[CH:3]=[C:4]([CH:8]([CH2:28][C:29]2[CH:34]=[CH:33][C:32]([CH3:35])=[C:31]([CH3:36])[CH:30]=2)[C:9]#[C:10][C:11]2[CH:27]=[CH:26][C:14]([CH2:15][NH:16][CH2:17][CH2:18][C:19]([O:21]C(C)(C)C)=[O:20])=[CH:13][CH:12]=2)[CH:5]=[CH:6][CH:7]=1.C(O)(C(F)(F)F)=O. Product: [Cl:1][C:2]1[CH:3]=[C:4]([CH:8]([CH2:28][C:29]2[CH:34]=[CH:33][C:32]([CH3:35])=[C:31]([CH3:36])[CH:30]=2)[C:9]#[C:10][C:11]2[CH:27]=[CH:26][C:14]([CH2:15][NH:16][CH2:17][CH2:18][C:19]([OH:21])=[O:20])=[CH:13][CH:12]=2)[CH:5]=[CH:6][CH:7]=1. The catalyst class is: 2. (2) Reactant: Cl[C:2]1[CH:3]=[CH:4][C:5]([F:20])=[C:6]([C:8]2[CH:13]=[CH:12][C:11]([S:14]([CH2:17][CH3:18])(=[O:16])=[O:15])=[CH:10][C:9]=2[F:19])[CH:7]=1.[B:21]1([B:21]2[O:25][C:24]([CH3:27])([CH3:26])[C:23]([CH3:29])([CH3:28])[O:22]2)[O:25][C:24]([CH3:27])([CH3:26])[C:23]([CH3:29])([CH3:28])[O:22]1.C1(P(C2CCCCC2)C2C=CC=CC=2C2C(C(C)C)=CC(C(C)C)=CC=2C(C)C)CCCCC1.C([O-])(=O)C.[K+]. Product: [CH2:17]([S:14]([C:11]1[CH:12]=[CH:13][C:8]([C:6]2[C:5]([F:20])=[CH:4][CH:3]=[C:2]([B:21]3[O:25][C:24]([CH3:27])([CH3:26])[C:23]([CH3:29])([CH3:28])[O:22]3)[CH:7]=2)=[C:9]([F:19])[CH:10]=1)(=[O:16])=[O:15])[CH3:18]. The catalyst class is: 160. (3) Reactant: [CH2:1]([S:3]([O:6][C:7]1[CH:12]=[CH:11][C:10]([CH3:13])=[CH:9][C:8]=1[CH:14]([C:23]1[CH:28]=[CH:27][CH:26]=[CH:25][CH:24]=1)[CH2:15][CH2:16]C(S([O-])(=O)=O)C)(=[O:5])=[O:4])[CH3:2].[I-:29].[Na+]. Product: [CH2:1]([S:3]([O:6][C:7]1[CH:12]=[CH:11][C:10]([CH3:13])=[CH:9][C:8]=1[CH:14]([C:23]1[CH:28]=[CH:27][CH:26]=[CH:25][CH:24]=1)[CH2:15][CH2:16][I:29])(=[O:5])=[O:4])[CH3:2]. The catalyst class is: 10.